Dataset: Forward reaction prediction with 1.9M reactions from USPTO patents (1976-2016). Task: Predict the product of the given reaction. (1) Given the reactants [Br:1][C:2]1[CH:7]=[CH:6][C:5]([C:8]2[NH:12][C:11]([C@@H:13]3[CH2:17][CH2:16][CH2:15][N:14]3[C:18]([O:20][C:21]([CH3:24])([CH3:23])[CH3:22])=[O:19])=[N:10][C:9]=2[C:25]([O:27]CC)=O)=[CH:4][CH:3]=1.[CH3:30][NH2:31], predict the reaction product. The product is: [Br:1][C:2]1[CH:7]=[CH:6][C:5]([C:8]2[NH:12][C:11]([C@@H:13]3[CH2:17][CH2:16][CH2:15][N:14]3[C:18]([O:20][C:21]([CH3:23])([CH3:22])[CH3:24])=[O:19])=[N:10][C:9]=2[C:25](=[O:27])[NH:31][CH3:30])=[CH:4][CH:3]=1. (2) Given the reactants [S:1]1[CH:5]=[CH:4][CH:3]=[C:2]1[CH2:6][NH:7][C:8]([C:10]1[N:11]=[C:12]2[C:17]([C:18]([F:21])([F:20])[F:19])=[CH:16][C:15](Br)=[CH:14][N:13]2[C:23]=1[Cl:24])=[O:9].[CH3:25][N:26]([CH2:28][C:29]1[CH:30]=[C:31](B2OC(C)(C)C(C)(C)O2)[CH:32]=[CH:33][CH:34]=1)[CH3:27].[O-]P([O-])([O-])=O.[K+].[K+].[K+], predict the reaction product. The product is: [S:1]1[CH:5]=[CH:4][CH:3]=[C:2]1[CH2:6][NH:7][C:8]([C:10]1[N:11]=[C:12]2[C:17]([C:18]([F:21])([F:20])[F:19])=[CH:16][C:15]([C:33]3[CH:32]=[CH:31][CH:30]=[C:29]([CH2:28][N:26]([CH3:27])[CH3:25])[CH:34]=3)=[CH:14][N:13]2[C:23]=1[Cl:24])=[O:9]. (3) Given the reactants [Cl:1][C:2]1[N:7]=[C:6]([NH:8][C:9]2[CH:18]=[CH:17][CH:16]=[CH:15][C:10]=2[C:11]([NH:13][CH3:14])=[O:12])[C:5]([N+:19]([O-:21])=[O:20])=[CH:4][N:3]=1.[NH2:22][C:23]1[CH:28]=[CH:27][C:26]([NH:29][C:30](=[O:32])[CH3:31])=[CH:25][CH:24]=1.Cl.C(OCC)C, predict the reaction product. The product is: [ClH:1].[C:30]([NH:29][C:26]1[CH:27]=[CH:28][C:23]([NH:22][C:2]2[N:7]=[C:6]([NH:8][C:9]3[CH:18]=[CH:17][CH:16]=[CH:15][C:10]=3[C:11]([NH:13][CH3:14])=[O:12])[C:5]([N+:19]([O-:21])=[O:20])=[CH:4][N:3]=2)=[CH:24][CH:25]=1)(=[O:32])[CH3:31]. (4) Given the reactants O[C:2]1[C:3]2[N:11]=[CH:10][CH:9]=[C:8]([C:12]([NH2:14])=[O:13])[C:4]=2[N:5]=[CH:6][N:7]=1.[NH2:15][C@@H:16]([C:34]1[CH:39]=[CH:38][C:37]([Cl:40])=[C:36]([C:41]([F:44])([F:43])[F:42])[CH:35]=1)[CH2:17][N:18]([CH:31]([CH3:33])[CH3:32])S(C1C=CC([N+]([O-])=O)=CC=1)(=O)=O, predict the reaction product. The product is: [Cl:40][C:37]1[CH:38]=[CH:39][C:34]([C@H:16]([NH:15][C:2]2[C:3]3[N:11]=[CH:10][CH:9]=[C:8]([C:12]([NH2:14])=[O:13])[C:4]=3[N:5]=[CH:6][N:7]=2)[CH2:17][NH:18][CH:31]([CH3:33])[CH3:32])=[CH:35][C:36]=1[C:41]([F:42])([F:43])[F:44]. (5) Given the reactants [Cl:1][C:2]1[C:3]([NH2:8])=[N:4][CH:5]=[CH:6][N:7]=1.Cl[CH:10]([C:16](=O)[CH3:17])[C:11]([O:13][CH2:14][CH3:15])=[O:12], predict the reaction product. The product is: [Cl:1][C:2]1[C:3]2[N:4]([C:10]([C:11]([O:13][CH2:14][CH3:15])=[O:12])=[C:16]([CH3:17])[N:8]=2)[CH:5]=[CH:6][N:7]=1. (6) Given the reactants [CH2:1]([C:3]1[N:4]([CH2:9][CH2:10][NH2:11])[CH:5]=[C:6]([I:8])[N:7]=1)[CH3:2].[F:12][C:13]1[C:18]([F:19])=[CH:17][C:16]([F:20])=[CH:15][C:14]=1[CH2:21][CH2:22][CH:23]=O, predict the reaction product. The product is: [CH2:1]([C:3]1[N:4]2[CH2:9][CH2:10][NH:11][CH:23]([CH2:22][CH2:21][C:14]3[CH:15]=[C:16]([F:20])[CH:17]=[C:18]([F:19])[C:13]=3[F:12])[C:5]2=[C:6]([I:8])[N:7]=1)[CH3:2]. (7) Given the reactants [Cl:1][C:2]1[N:7]=[C:6]([NH2:8])[C:5]([NH2:9])=[CH:4][CH:3]=1.[S:10](Cl)(Cl)=O, predict the reaction product. The product is: [Cl:1][C:2]1[CH:3]=[CH:4][C:5]2[C:6](=[N:8][S:10][N:9]=2)[N:7]=1. (8) Given the reactants [H-].[Al+3].[Li+].[H-].[H-].[H-].[CH3:7][O:8][C:9]1[CH:18]=[CH:17][C:12]([C:13](OC)=[O:14])=[CH:11][N:10]=1, predict the reaction product. The product is: [CH3:7][O:8][C:9]1[N:10]=[CH:11][C:12]([CH2:13][OH:14])=[CH:17][CH:18]=1. (9) The product is: [C:1]([O:5][C:6](=[O:7])[NH:8][C@@H:9]([C:13]1[CH:18]=[CH:17][C:16]([O:19][CH2:20][CH2:21][O:22][CH:23]2[CH2:28][CH2:27][CH2:26][CH2:25][O:24]2)=[CH:15][CH:14]=1)[C:10]([N:29]1[CH2:33][CH2:32][C@H:31]([OH:34])[CH2:30]1)=[O:11])([CH3:4])([CH3:3])[CH3:2]. Given the reactants [C:1]([O:5][C:6]([NH:8][C@@H:9]([C:13]1[CH:18]=[CH:17][C:16]([O:19][CH2:20][CH2:21][O:22][CH:23]2[CH2:28][CH2:27][CH2:26][CH2:25][O:24]2)=[CH:15][CH:14]=1)[C:10](O)=[O:11])=[O:7])([CH3:4])([CH3:3])[CH3:2].[NH:29]1[CH2:33][CH2:32][C@H:31]([OH:34])[CH2:30]1.C(N(CC)C(C)C)(C)C.F[B-](F)(F)F.N1(OC(N(C)C)=[N+](C)C)C2C=CC=CC=2N=N1, predict the reaction product.